Dataset: Full USPTO retrosynthesis dataset with 1.9M reactions from patents (1976-2016). Task: Predict the reactants needed to synthesize the given product. (1) Given the product [NH2:20][CH2:19][CH2:18][O:17][CH2:16][CH2:15][N:14]1[C:10]2[C:9]3[CH:8]=[CH:7][CH:6]=[CH:5][C:4]=3[N:3]=[C:2]([NH2:1])[C:11]=2[N:12]=[C:13]1[CH2:28][O:29][CH2:30][CH3:31], predict the reactants needed to synthesize it. The reactants are: [NH2:1][C:2]1[C:11]2[N:12]=[C:13]([CH2:28][O:29][CH2:30][CH3:31])[N:14]([CH2:15][CH2:16][O:17][CH2:18][CH2:19][NH:20]C(=O)OC(C)(C)C)[C:10]=2[C:9]2[CH:8]=[CH:7][CH:6]=[CH:5][C:4]=2[N:3]=1.CCOCC.C. (2) Given the product [NH2:1][C:2]1[N:7]([CH3:8])[C:6](=[O:9])[NH:5][C:4](=[O:10])[C:3]=1[NH:18][CH2:17][C:16]1[CH:19]=[CH:20][C:13]([Cl:12])=[CH:14][CH:15]=1, predict the reactants needed to synthesize it. The reactants are: [NH2:1][C:2]1[N:7]([CH3:8])[C:6](=[O:9])[NH:5][C:4](=[O:10])[C:3]=1Br.[Cl:12][C:13]1[CH:20]=[CH:19][C:16]([CH2:17][NH2:18])=[CH:15][CH:14]=1. (3) Given the product [C:1]([NH:5][C:6]1[C:7]([CH3:26])=[N:8][C:9]2[C:14]([N:15]=1)=[C:13]([C:16]1[N:24]([C:27]([O:29][C:30]([CH3:33])([CH3:32])[CH3:31])=[O:28])[C:23]3[CH2:22][CH2:21][NH:20][C:19](=[O:25])[C:18]=3[CH:17]=1)[CH:12]=[CH:11][CH:10]=2)([CH3:4])([CH3:3])[CH3:2], predict the reactants needed to synthesize it. The reactants are: [C:1]([NH:5][C:6]1[C:7]([CH3:26])=[N:8][C:9]2[C:14]([N:15]=1)=[C:13]([C:16]1[NH:24][C:23]3[CH2:22][CH2:21][NH:20][C:19](=[O:25])[C:18]=3[CH:17]=1)[CH:12]=[CH:11][CH:10]=2)([CH3:4])([CH3:3])[CH3:2].[C:27](O[C:27]([O:29][C:30]([CH3:33])([CH3:32])[CH3:31])=[O:28])([O:29][C:30]([CH3:33])([CH3:32])[CH3:31])=[O:28]. (4) Given the product [Cl:1][C:2]1[CH:7]=[CH:6][C:5]([NH:8][C:9](=[O:15])[O:10][C:11]([CH3:12])([CH3:13])[CH3:14])=[C:4]([C:16]2[CH:24]=[C:23]3[N:19]([CH:20]([C:25]#[CH:28])[CH2:21][CH2:22]3)[C:18](=[O:27])[CH:17]=2)[CH:3]=1, predict the reactants needed to synthesize it. The reactants are: [Cl:1][C:2]1[CH:7]=[CH:6][C:5]([NH:8][C:9](=[O:15])[O:10][C:11]([CH3:14])([CH3:13])[CH3:12])=[C:4]([C:16]2[CH:24]=[C:23]3[N:19]([CH:20]([CH:25]=O)[CH2:21][CH2:22]3)[C:18](=[O:27])[CH:17]=2)[CH:3]=1.[C:28](=O)([O-])[O-].[K+].[K+].COP(C(=[N+]=[N-])C(=O)C)(=O)OC.C(=O)([O-])O.[Na+]. (5) Given the product [CH3:1][O:2][CH2:3][CH2:4][O:5][C:6]([N:8]1[C:14]2[CH:15]=[CH:16][C:17]([NH:19][C:21]3[N:26]=[C:25]([NH:27][C:28]4[C:29]([C:30](=[O:31])[NH:32][CH3:33])=[CH:34][CH:35]=[CH:36][C:37]=4[F:38])[C:24]([Cl:39])=[CH:23][N:22]=3)=[CH:18][C:13]=2[O:12][CH2:11][CH2:10][CH2:9]1)=[O:7], predict the reactants needed to synthesize it. The reactants are: [CH3:1][O:2][CH2:3][CH2:4][O:5][C:6]([N:8]1[C:14]2[CH:15]=[CH:16][C:17]([NH2:19])=[CH:18][C:13]=2[O:12][CH2:11][CH2:10][CH2:9]1)=[O:7].Cl[C:21]1[N:26]=[C:25]([NH:27][C:28]2[C:37]([F:38])=[CH:36][CH:35]=[CH:34][C:29]=2[C:30]([NH:32][CH3:33])=[O:31])[C:24]([Cl:39])=[CH:23][N:22]=1.